This data is from Full USPTO retrosynthesis dataset with 1.9M reactions from patents (1976-2016). The task is: Predict the reactants needed to synthesize the given product. (1) Given the product [CH3:1][O:2][C:3]1[C:8]2[CH:9]([NH:12][C:13]3[O:14][CH2:15][C:16]4[CH:22]=[C:21]([NH:23][C:24](=[O:26])[CH3:25])[CH:20]=[CH:19][C:17]=4[N:18]=3)[CH2:10][O:11][C:7]=2[CH:6]=[CH:5][CH:4]=1, predict the reactants needed to synthesize it. The reactants are: [CH3:1][O:2][C:3]1[C:8]2[CH:9]([NH:12][C:13]3[O:14][CH2:15][C:16]4[CH:22]=[C:21]([NH2:23])[CH:20]=[CH:19][C:17]=4[N:18]=3)[CH2:10][O:11][C:7]=2[CH:6]=[CH:5][CH:4]=1.[C:24](OC(=O)C)(=[O:26])[CH3:25]. (2) Given the product [NH2:36][C:37]1([C:41]2[CH:42]=[CH:43][C:44]([C:47]3[C:56](=[O:57])[C:55]4[C:50](=[C:51]([C:60]5[CH:64]=[N:63][NH:62][CH:61]=5)[C:52]([O:58][CH3:59])=[CH:53][CH:54]=4)[O:49][C:48]=3[C:65]3[CH:70]=[CH:69][CH:68]=[CH:67][CH:66]=3)=[CH:45][CH:46]=2)[CH2:38][CH2:39][CH2:40]1, predict the reactants needed to synthesize it. The reactants are: NC1(C2C=CC(C3C(=O)C4C(=CC=C(F)C=4)OC=3C3C=CC=CC=3)=CC=2)CCC1.C(OC(=O)[NH:36][C:37]1([C:41]2[CH:46]=[CH:45][C:44]([C:47]3[C:56](=[O:57])[C:55]4[C:50](=[C:51]([C:60]5[CH:61]=[N:62][NH:63][CH:64]=5)[C:52]([O:58][CH3:59])=[CH:53][CH:54]=4)[O:49][C:48]=3[C:65]3[CH:70]=[CH:69][CH:68]=[CH:67][CH:66]=3)=[CH:43][CH:42]=2)[CH2:40][CH2:39][CH2:38]1)(C)(C)C.C(O)(C(F)(F)F)=O. (3) Given the product [Cl:1][C:2]1[CH:7]=[CH:6][C:5]([C:8]([C:11]2[N:15]([C:16]3[CH:21]=[CH:20][C:19]([F:22])=[CH:18][CH:17]=3)[C:14]([S:23][CH2:24][C:25]3[C:26]([F:36])=[CH:27][C:28]([S:32]([NH:35][C:40](=[O:41])[O:42][CH2:43][CH3:44])(=[O:34])=[O:33])=[CH:29][C:30]=3[F:31])=[N:13][CH:12]=2)([CH3:10])[CH3:9])=[CH:4][C:3]=1[O:37][CH3:38], predict the reactants needed to synthesize it. The reactants are: [Cl:1][C:2]1[CH:7]=[CH:6][C:5]([C:8]([C:11]2[N:15]([C:16]3[CH:21]=[CH:20][C:19]([F:22])=[CH:18][CH:17]=3)[C:14]([S:23][CH2:24][C:25]3[C:30]([F:31])=[CH:29][C:28]([S:32]([NH2:35])(=[O:34])=[O:33])=[CH:27][C:26]=3[F:36])=[N:13][CH:12]=2)([CH3:10])[CH3:9])=[CH:4][C:3]=1[O:37][CH3:38].Cl[C:40]([O:42][CH2:43][CH3:44])=[O:41].CCN(CC)CC. (4) Given the product [F:1][C:26]1[CH:27]=[C:28]([C:29]([F:32])([F:31])[F:30])[CH:23]=[CH:24][C:25]=1[C:33]1[C:34]2[CH2:41][CH2:40][C:39](=[O:42])[C:35]=2[CH:36]=[N:37][CH:38]=1, predict the reactants needed to synthesize it. The reactants are: [F:1]C1C=C(C2C3C(=O)CCC=3C=NC=2)C=CC=1C(F)(F)F.F[C:23]1[CH:24]=[C:25]([C:33]2[C:34]3[CH2:41][CH2:40][C:39](=[O:42])[C:35]=3[CH:36]=[N:37][CH:38]=2)[CH:26]=[CH:27][C:28]=1[C:29]([F:32])([F:31])[F:30].FC1C=C(C(F)(F)F)C=CC=1C1C2CCCC=2C=NC=1. (5) The reactants are: [CH2:1]([C:4]1[CH:9]=[CH:8][C:7]([C:10]2(O)[CH2:19][CH2:18][C:13]3([O:17][CH2:16][CH2:15][O:14]3)[CH2:12][CH2:11]2)=[CH:6][CH:5]=1)[CH2:2][CH3:3].CC[N+](S(N=C(OC)[O-])(=O)=O)(CC)CC. Given the product [CH2:1]([C:4]1[CH:5]=[CH:6][C:7]([C:10]2[CH2:19][CH2:18][C:13]3([O:17][CH2:16][CH2:15][O:14]3)[CH2:12][CH:11]=2)=[CH:8][CH:9]=1)[CH2:2][CH3:3], predict the reactants needed to synthesize it. (6) Given the product [CH3:18][O:1][CH2:2][CH2:3][C:4]1[C:8]([CH3:9])=[CH:7][N:6]([S:10]([N:13]([CH3:15])[CH3:14])(=[O:11])=[O:12])[N:5]=1, predict the reactants needed to synthesize it. The reactants are: [OH:1][CH2:2][CH2:3][C:4]1[C:8]([CH3:9])=[CH:7][N:6]([S:10]([N:13]([CH3:15])[CH3:14])(=[O:12])=[O:11])[N:5]=1.[H-].[Na+].[CH3:18]I. (7) Given the product [CH3:30][O:29][C:27](=[O:28])[CH2:26][C:2]1([CH3:1])[C:10]2[C:5](=[CH:6][CH:7]=[CH:8][CH:9]=2)[N:4]([CH:11]2[CH2:12][CH2:13][N:14]([C:17]([O:19][C:20]([CH3:22])([CH3:21])[CH3:23])=[O:18])[CH2:15][CH2:16]2)[C:3]1=[O:24], predict the reactants needed to synthesize it. The reactants are: [CH3:1][CH:2]1[C:10]2[C:5](=[CH:6][CH:7]=[CH:8][CH:9]=2)[N:4]([CH:11]2[CH2:16][CH2:15][N:14]([C:17]([O:19][C:20]([CH3:23])([CH3:22])[CH3:21])=[O:18])[CH2:13][CH2:12]2)[C:3]1=[O:24].Br[CH2:26][C:27]([O:29][CH3:30])=[O:28].C(=O)([O-])[O-].[Cs+].[Cs+].O.